From a dataset of Forward reaction prediction with 1.9M reactions from USPTO patents (1976-2016). Predict the product of the given reaction. (1) The product is: [CH3:37][N:32]1[C:31]2[NH:30][C:29]3[CH:38]=[C:39]([CH3:42])[CH:40]=[CH:41][C:28]=3[N:27]([C:25]([C:22]3[CH:23]=[CH:24][C:19]([CH2:18][NH:17][C:13]([CH:10]4[CH2:12][CH2:11]4)=[O:14])=[C:20]([F:43])[CH:21]=3)=[O:26])[CH2:36][C:35]=2[CH:34]=[N:33]1. Given the reactants CCN(C(C)C)C(C)C.[CH:10]1([C:13](Cl)=[O:14])[CH2:12][CH2:11]1.Cl.[NH2:17][CH2:18][C:19]1[CH:24]=[CH:23][C:22]([C:25]([N:27]2[CH2:36][C:35]3[CH:34]=[N:33][N:32]([CH3:37])[C:31]=3[NH:30][C:29]3[CH:38]=[C:39]([CH3:42])[CH:40]=[CH:41][C:28]2=3)=[O:26])=[CH:21][C:20]=1[F:43], predict the reaction product. (2) Given the reactants [C:1]1([NH:7][CH2:8][C:9]2[C:18]3[C:13](=[CH:14][CH:15]=[CH:16][CH:17]=3)[NH:12][C:11](=[O:19])[CH:10]=2)[CH:6]=[CH:5][CH:4]=[CH:3][CH:2]=1.[C:20](Cl)(=[O:27])[C:21]1[CH:26]=[CH:25][CH:24]=[CH:23][CH:22]=1, predict the reaction product. The product is: [O:19]=[C:11]1[CH:10]=[C:9]([CH2:8][N:7]([C:1]2[CH:2]=[CH:3][CH:4]=[CH:5][CH:6]=2)[C:20](=[O:27])[C:21]2[CH:26]=[CH:25][CH:24]=[CH:23][CH:22]=2)[C:18]2[C:13](=[CH:14][CH:15]=[CH:16][CH:17]=2)[NH:12]1. (3) Given the reactants [C:1]([O:5][C:6]([NH:8][C@@H:9]([CH3:25])[C:10]([N:12]1[C:20]2[C:15](=[CH:16][CH:17]=[CH:18][CH:19]=2)[CH2:14][C@H:13]1[C:21]([O:23][CH3:24])=[O:22])=[O:11])=[O:7])([CH3:4])([CH3:3])[CH3:2], predict the reaction product. The product is: [C:1]([O:5][C:6]([NH:8][C@@H:9]([CH3:25])[C:10]([N:12]1[C@@H:20]2[C@@H:15]([CH2:16][CH2:17][CH2:18][CH2:19]2)[CH2:14][C@H:13]1[C:21]([O:23][CH3:24])=[O:22])=[O:11])=[O:7])([CH3:4])([CH3:3])[CH3:2]. (4) Given the reactants [CH:1]1([N:7]([CH:18]2[CH2:23][CH2:22][CH2:21][CH2:20][CH2:19]2)[C:8]([NH:10][C:11]2[S:12][CH:13]=[C:14]([CH2:16]Br)[N:15]=2)=[O:9])[CH2:6][CH2:5][CH2:4][CH2:3][CH2:2]1.[SH:24][C:25]1[CH:30]=[CH:29][CH:28]=[CH:27][N:26]=1, predict the reaction product. The product is: [CH:1]1([N:7]([CH:18]2[CH2:23][CH2:22][CH2:21][CH2:20][CH2:19]2)[C:8]([NH:10][C:11]2[S:12][CH:13]=[C:14]([CH2:16][S:24][C:25]3[CH:30]=[CH:29][CH:28]=[CH:27][N:26]=3)[N:15]=2)=[O:9])[CH2:6][CH2:5][CH2:4][CH2:3][CH2:2]1. (5) Given the reactants [OH:1][C@@H:2]1[C@H:6]2[N:7]([C:10]([C:12]3([NH:18]C(=O)C4C=CC(N5CCN(C)CC5)=CC=4)[CH2:17][CH2:16][CH2:15][CH2:14][CH2:13]3)=[O:11])[CH2:8][CH2:9][C@H:5]2[O:4][CH2:3]1.[H][H], predict the reaction product. The product is: [NH2:18][C:12]1([C:10]([N:7]2[CH2:8][CH2:9][C@H:5]3[O:4][CH2:3][C@H:2]([OH:1])[C@@H:6]23)=[O:11])[CH2:13][CH2:14][CH2:15][CH2:16][CH2:17]1.